Dataset: Forward reaction prediction with 1.9M reactions from USPTO patents (1976-2016). Task: Predict the product of the given reaction. (1) Given the reactants Br.Br[CH2:3][C:4]([C:6]1[CH:11]=[CH:10][N:9]=[CH:8][CH:7]=1)=O.[N+:12]([C:15]1[CH:16]=[C:17]([NH:21][C:22]([NH2:24])=[S:23])[CH:18]=[CH:19][CH:20]=1)([O-:14])=[O:13].N, predict the reaction product. The product is: [N+:12]([C:15]1[CH:16]=[C:17]([NH:21][C:22]2[S:23][CH:3]=[C:4]([C:6]3[CH:11]=[CH:10][N:9]=[CH:8][CH:7]=3)[N:24]=2)[CH:18]=[CH:19][CH:20]=1)([O-:14])=[O:13]. (2) The product is: [CH3:1][C:2]1[CH:11]=[CH:10][C:9]([NH:12][S:19]([C:13]2[CH:18]=[CH:17][CH:16]=[CH:15][CH:14]=2)(=[O:21])=[O:20])=[C:8]2[C:3]=1[CH:4]=[CH:5][CH:6]=[N:7]2. Given the reactants [CH3:1][C:2]1[CH:11]=[CH:10][C:9]([NH2:12])=[C:8]2[C:3]=1[CH:4]=[CH:5][CH:6]=[N:7]2.[C:13]1([S:19](Cl)(=[O:21])=[O:20])[CH:18]=[CH:17][CH:16]=[CH:15][CH:14]=1, predict the reaction product.